Dataset: Forward reaction prediction with 1.9M reactions from USPTO patents (1976-2016). Task: Predict the product of the given reaction. (1) Given the reactants Br[C:2]1[CH:10]=[C:9]2[C:5]([CH:6]=[N:7][NH:8]2)=[C:4]([NH:11][C:12]([C:14]2[N:15]=[C:16]([CH3:19])[S:17][CH:18]=2)=[O:13])[CH:3]=1.CC1(C)C(C)(C)OB([C:28]2[CH:33]=[CH:32][CH:31]=[C:30]([NH2:34])[C:29]=2[NH2:35])O1.[C:37](=O)([O-])[O-].[Na+].[Na+], predict the reaction product. The product is: [NH:35]1[C:29]2[CH:28]=[CH:33][CH:32]=[C:31]([C:2]3[CH:10]=[C:9]4[C:5]([CH:6]=[N:7][NH:8]4)=[C:4]([NH:11][C:12]([C:14]4[N:15]=[C:16]([CH3:19])[S:17][CH:18]=4)=[O:13])[CH:3]=3)[C:30]=2[N:34]=[CH:37]1. (2) Given the reactants [CH3:1][O:2][C:3]1[CH:24]=[CH:23][C:6]([CH2:7][NH:8][C:9](=[O:22])[C@@H:10]([NH:14]C(=O)OC(C)(C)C)[CH:11]([CH3:13])[CH3:12])=[CH:5][CH:4]=1.FC(F)(F)C(O)=O, predict the reaction product. The product is: [NH2:14][C@@H:10]([CH:11]([CH3:13])[CH3:12])[C:9]([NH:8][CH2:7][C:6]1[CH:5]=[CH:4][C:3]([O:2][CH3:1])=[CH:24][CH:23]=1)=[O:22].